From a dataset of Catalyst prediction with 721,799 reactions and 888 catalyst types from USPTO. Predict which catalyst facilitates the given reaction. (1) Reactant: C([SiH2][O:6][C:7](C)(C)[CH:8]1[O:12][C:11](=[O:13])[N:10]([C:14]2[CH:19]=[CH:18][C:17]([C:20]3[CH:21]=[N:22][C:23]([N:26]4[CH2:32][CH2:31][CH2:30][N:29]([CH2:33][C:34]5([CH3:45])[O:38][C:37]6=[N:39][C:40]([N+:42]([O-:44])=[O:43])=[CH:41][N:36]6[CH2:35]5)[CH2:28][CH2:27]4)=[N:24][CH:25]=3)=[C:16]([F:46])[CH:15]=2)[CH2:9]1)(C)(C)C.CCCC[N+](CCCC)(CCCC)CCCC.[F-]. Product: [F:46][C:16]1[CH:15]=[C:14]([N:10]2[CH2:9][CH:8]([CH2:7][OH:6])[O:12][C:11]2=[O:13])[CH:19]=[CH:18][C:17]=1[C:20]1[CH:25]=[N:24][C:23]([N:26]2[CH2:32][CH2:31][CH2:30][N:29]([CH2:33][C:34]3([CH3:45])[O:38][C:37]4=[N:39][C:40]([N+:42]([O-:44])=[O:43])=[CH:41][N:36]4[CH2:35]3)[CH2:28][CH2:27]2)=[N:22][CH:21]=1. The catalyst class is: 49. (2) Reactant: [Br:1][C:2]1[CH:7]=[CH:6][C:5]([Br:8])=[CH:4][C:3]=1[N+:9]([O-])=O.[CH:12](/[Mg]Br)=[CH:13]\[CH3:14].[NH4+].[Cl-]. Product: [Br:8][C:5]1[CH:6]=[CH:7][C:2]([Br:1])=[C:3]2[C:4]=1[C:13]([CH3:14])=[CH:12][NH:9]2. The catalyst class is: 1. (3) Reactant: [CH3:1][O:2][C:3]1[CH:4]=[C:5]([C:11]2[CH:15]=[C:14]([CH2:16][CH2:17][CH:18]=O)[O:13][N:12]=2)[CH:6]=[CH:7][C:8]=1[O:9][CH3:10].[C:20]1([CH:26]([C:33]2[CH:38]=[CH:37][CH:36]=[CH:35][CH:34]=2)[N:27]2[CH2:32][CH2:31][NH:30][CH2:29][CH2:28]2)[CH:25]=[CH:24][CH:23]=[CH:22][CH:21]=1.[BH-](OC(C)=O)(OC(C)=O)OC(C)=O.[Na+]. Product: [C:33]1([CH:26]([C:20]2[CH:25]=[CH:24][CH:23]=[CH:22][CH:21]=2)[N:27]2[CH2:28][CH2:29][N:30]([CH2:18][CH2:17][CH2:16][C:14]3[O:13][N:12]=[C:11]([C:5]4[CH:6]=[CH:7][C:8]([O:9][CH3:10])=[C:3]([O:2][CH3:1])[CH:4]=4)[CH:15]=3)[CH2:31][CH2:32]2)[CH:34]=[CH:35][CH:36]=[CH:37][CH:38]=1. The catalyst class is: 2. (4) Reactant: [C:1]([O:5][C:6]([N:8]1[CH:15]2[CH:11]([N:12]([C:19]([O:21][CH2:22][C:23]3[CH:28]=[CH:27][CH:26]=[CH:25][CH:24]=3)=[O:20])[CH2:13][CH:14]2[C:16]([OH:18])=O)[CH2:10][CH2:9]1)=[O:7])([CH3:4])([CH3:3])[CH3:2].CN(C(ON1N=NC2C=CC=NC1=2)=[N+](C)C)C.F[P-](F)(F)(F)(F)F.CN1CCOCC1.[NH2:60][C:61]1[C:70]2[C:65](=[CH:66][CH:67]=[CH:68][CH:69]=2)[CH:64]=[CH:63][CH:62]=1. Product: [C:1]([O:5][C:6]([N:8]1[CH:15]2[CH:11]([N:12]([C:19]([O:21][CH2:22][C:23]3[CH:24]=[CH:25][CH:26]=[CH:27][CH:28]=3)=[O:20])[CH2:13][CH:14]2[C:16](=[O:18])[NH:60][C:61]2[C:70]3[C:65](=[CH:66][CH:67]=[CH:68][CH:69]=3)[CH:64]=[CH:63][CH:62]=2)[CH2:10][CH2:9]1)=[O:7])([CH3:2])([CH3:3])[CH3:4]. The catalyst class is: 296. (5) Reactant: [Cl:1][C:2]1[CH:17]=[C:16]([NH:18][C:19]2[C:20]3[N:27]([CH2:28][CH2:29][OH:30])[CH:26]=[CH:25][C:21]=3[N:22]=[CH:23][N:24]=2)[CH:15]=[CH:14][C:3]=1[O:4][C:5]1[CH:6]=[C:7]([CH:11]=[CH:12][CH:13]=1)[C:8](O)=[O:9].[CH:31]1([NH2:37])[CH2:36][CH2:35][CH2:34][CH2:33][CH2:32]1.Cl.C(N=C=NCCCN(C)C)C.O.ON1C2C=CC=CC=2N=N1. Product: [Cl:1][C:2]1[CH:17]=[C:16]([NH:18][C:19]2[C:20]3[N:27]([CH2:28][CH2:29][OH:30])[CH:26]=[CH:25][C:21]=3[N:22]=[CH:23][N:24]=2)[CH:15]=[CH:14][C:3]=1[O:4][C:5]1[CH:6]=[C:7]([CH:11]=[CH:12][CH:13]=1)[C:8]([NH:37][CH:31]1[CH2:36][CH2:35][CH2:34][CH2:33][CH2:32]1)=[O:9]. The catalyst class is: 145. (6) Reactant: [I:1]I.[OH-].[K+].[Cl:5][C:6]1[CH:7]=[C:8]([CH:13]([NH:15][C:16]2[O:17][C:18]([C:21]3[CH:22]=[C:23]4[C:27](=[CH:28][CH:29]=3)[NH:26][N:25]=[CH:24]4)=[N:19][N:20]=2)[CH3:14])[CH:9]=[CH:10][C:11]=1[F:12].S([O-])([O-])(=O)=S.[Na+].[Na+]. Product: [Cl:5][C:6]1[CH:7]=[C:8]([CH:13]([NH:15][C:16]2[O:17][C:18]([C:21]3[CH:22]=[C:23]4[C:27](=[CH:28][CH:29]=3)[NH:26][N:25]=[C:24]4[I:1])=[N:19][N:20]=2)[CH3:14])[CH:9]=[CH:10][C:11]=1[F:12]. The catalyst class is: 18. (7) Reactant: [C:1]([O:5][C:6](=[O:20])[CH2:7][N:8]([CH2:13][C:14]1[CH:19]=[CH:18][CH:17]=[CH:16][CH:15]=1)[CH2:9][CH:10](Cl)[CH3:11])([CH3:4])([CH3:3])[CH3:2].CN(C)P(N(C)C)(N(C)C)=O.C[Si](C)(C)[N-][Si](C)(C)C.[Li+].[Cl-].[NH4+]. Product: [C:1]([O:5][C:6]([CH:7]1[CH:10]([CH3:11])[CH2:9][N:8]1[CH2:13][C:14]1[CH:19]=[CH:18][CH:17]=[CH:16][CH:15]=1)=[O:20])([CH3:4])([CH3:3])[CH3:2]. The catalyst class is: 30. (8) Reactant: C(O[C:4]([C:6]1[C:7]([OH:33])=[C:8]2[C:16](=[C:17]([C:24]3[CH:32]=[CH:31][C:27]4[O:28][CH2:29][O:30][C:26]=4[CH:25]=3)[C:18]=1[C:19]([O:21]CC)=[O:20])[C:12]1[O:13][CH2:14][O:15][C:11]=1[CH:10]=[CH:9]2)=O)C.[H-].[Al+3].[Li+].[H-].[H-].[H-]. Product: [O:28]1[C:27]2[CH:31]=[CH:32][C:24]([C:17]3[C:18]4[C:19](=[O:21])[O:20][CH2:4][C:6]=4[C:7]([OH:33])=[C:8]4[C:16]=3[C:12]3[O:13][CH2:14][O:15][C:11]=3[CH:10]=[CH:9]4)=[CH:25][C:26]=2[O:30][CH2:29]1. The catalyst class is: 1. (9) Reactant: [Br:1][C:2]([CH2:4]Br)=[CH2:3].[Cl:6][C:7]1[CH:12]=[CH:11][C:10]([Mg]Br)=[CH:9][CH:8]=1.Cl. Product: [Br:1][C:2](=[CH2:3])[CH2:4][C:10]1[CH:11]=[CH:12][C:7]([Cl:6])=[CH:8][CH:9]=1. The catalyst class is: 27.